Dataset: Forward reaction prediction with 1.9M reactions from USPTO patents (1976-2016). Task: Predict the product of the given reaction. (1) Given the reactants C(=O)([O-])[O-].[K+].[K+].[F:7][C:8]1[CH:9]=[C:10]([N+:15]([O-:17])=[O:16])[CH:11]=[CH:12][C:13]=1F.ClCCl.[CH3:21][N:22]([CH3:25])C=O, predict the reaction product. The product is: [F:7][C:8]1[CH:9]=[C:10]([N+:15]([O-:17])=[O:16])[CH:11]=[CH:12][C:13]=1[N:22]1[CH2:25][CH2:8][CH:9]([C:10]#[N:15])[CH2:21]1. (2) The product is: [S:11]1[CH:8]=[CH:9][CH:10]=[C:5]1[O:17][C:15](=[O:16])[CH2:14][CH:13]([OH:12])[CH3:18]. Given the reactants C[Al](C)C.[C:5]1([SH:11])[CH:10]=[CH:9][CH:8]=CC=1.[OH:12][CH:13]([CH3:18])[CH2:14][C:15]([O-:17])=[O:16].Cl, predict the reaction product. (3) Given the reactants [O:1]1[CH2:3][CH:2]1[CH2:4][O:5][C:6]1[CH:16]=[CH:15][CH:14]=[CH:13][C:7]=1[CH2:8][O:9][C:10](=[O:12])[CH3:11].[F:17][C:18]([F:27])([F:26])[C:19]1[CH:25]=[CH:24][C:22]([NH2:23])=[CH:21][CH:20]=1.[Li+].[Br-], predict the reaction product. The product is: [OH:1][CH:2]([CH2:3][NH:23][C:22]1[CH:24]=[CH:25][C:19]([C:18]([F:17])([F:26])[F:27])=[CH:20][CH:21]=1)[CH2:4][O:5][C:6]1[CH:16]=[CH:15][CH:14]=[CH:13][C:7]=1[CH2:8][O:9][C:10](=[O:12])[CH3:11].